This data is from Forward reaction prediction with 1.9M reactions from USPTO patents (1976-2016). The task is: Predict the product of the given reaction. (1) Given the reactants [F:1][C:2]1[CH:7]=[CH:6][C:5]([C:8]2[NH:9][CH:10]=[C:11]([C:19]3[CH2:20][CH2:21][N:22]4[C@H:26]([CH:27]=3)[CH2:25][C@@H:24]([C:28]3[CH:33]=[CH:32][C:31]([OH:34])=[CH:30][CH:29]=3)[CH2:23]4)[C:12]=2[C:13]2[CH:18]=[CH:17][N:16]=[CH:15][CH:14]=2)=[CH:4][CH:3]=1.[C:35](OC(=O)C)(=[O:37])[CH3:36], predict the reaction product. The product is: [C:35]([O:34][C:31]1[CH:30]=[CH:29][C:28]([C@H:24]2[CH2:23][N:22]3[C@H:26]([CH:27]=[C:19]([C:11]4[C:12]([C:13]5[CH:14]=[CH:15][N:16]=[CH:17][CH:18]=5)=[C:8]([C:5]5[CH:6]=[CH:7][C:2]([F:1])=[CH:3][CH:4]=5)[NH:9][CH:10]=4)[CH2:20][CH2:21]3)[CH2:25]2)=[CH:33][CH:32]=1)(=[O:37])[CH3:36]. (2) Given the reactants [C:1]([Si:5]([CH3:20])([CH3:19])[O:6][C@@H:7]1[CH2:12][CH2:11][C@H:10]([N:13]2[CH2:17][CH2:16][CH2:15][C:14]2=[O:18])[CH2:9][CH2:8]1)([CH3:4])([CH3:3])[CH3:2].[Li+].CC([N-]C(C)C)C.[CH2:29]([O:36][C:37]1[CH:38]=[C:39]([Cl:46])[C:40]([CH2:44]Br)=[C:41]([Cl:43])[CH:42]=1)[C:30]1[CH:35]=[CH:34][CH:33]=[CH:32][CH:31]=1, predict the reaction product. The product is: [CH2:29]([O:36][C:37]1[CH:38]=[C:39]([Cl:46])[C:40]([CH2:44][CH:15]2[CH2:16][CH2:17][N:13]([C@H:10]3[CH2:9][CH2:8][C@@H:7]([O:6][Si:5]([C:1]([CH3:4])([CH3:3])[CH3:2])([CH3:20])[CH3:19])[CH2:12][CH2:11]3)[C:14]2=[O:18])=[C:41]([Cl:43])[CH:42]=1)[C:30]1[CH:31]=[CH:32][CH:33]=[CH:34][CH:35]=1. (3) Given the reactants CC([S:7][C:8]1[S:12][C:11]([NH:13][C:14]([N:16]([C@H:27]2[CH2:32][CH2:31][C@H:30]([CH3:33])[CH2:29][CH2:28]2)[CH2:17][CH2:18][CH2:19][O:20][C:21]2[CH:26]=[CH:25][CH:24]=[CH:23][CH:22]=2)=[O:15])=[N:10][CH:9]=1)(C)C(O)=O.C1(O)C=CC=CC=1.C([O:43][C:44](=[O:56])[C:45]([CH3:55])([CH3:54])[CH2:46]SC1SC(N)=NC=1)C, predict the reaction product. The product is: [CH3:46][C:45]([CH3:55])([CH2:54][S:7][C:8]1[S:12][C:11]([NH:13][C:14]([N:16]([C@H:27]2[CH2:32][CH2:31][C@H:30]([CH3:33])[CH2:29][CH2:28]2)[CH2:17][CH2:18][CH2:19][O:20][C:21]2[CH:22]=[CH:23][CH:24]=[CH:25][CH:26]=2)=[O:15])=[N:10][CH:9]=1)[C:44]([OH:56])=[O:43]. (4) Given the reactants [CH3:1][O:2][C:3](=[O:20])[C:4]([O:7][C:8]1[CH:13]=[C:12]([CH3:14])[C:11]([S:15][CH2:16][CH2:17]Br)=[CH:10][C:9]=1[CH3:19])([CH3:6])[CH3:5].[Br:21][CH2:22]CBr, predict the reaction product. The product is: [CH3:1][O:2][C:3](=[O:20])[C:4]([O:7][C:8]1[CH:13]=[C:12]([CH3:14])[C:11]([S:15][CH2:16][CH2:17][CH2:22][Br:21])=[CH:10][C:9]=1[CH3:19])([CH3:6])[CH3:5]. (5) Given the reactants [N:1]1[C:10]2[C:5](=[CH:6][CH:7]=[CH:8][C:9]=2[S:11][CH2:12][C:13]2[CH:21]=[CH:20][CH:19]=[CH:18][C:14]=2[C:15](O)=[O:16])[CH:4]=[CH:3][CH:2]=1.C(Cl)(=O)C([Cl:25])=O, predict the reaction product. The product is: [N:1]1[C:10]2[C:5](=[CH:6][CH:7]=[CH:8][C:9]=2[S:11][CH2:12][C:13]2[CH:21]=[CH:20][CH:19]=[CH:18][C:14]=2[C:15]([Cl:25])=[O:16])[CH:4]=[CH:3][CH:2]=1. (6) Given the reactants [N:1]1[C:6]2[CH2:7][CH:8]([CH2:10][OH:11])[CH2:9][C:5]=2[N:4]=[CH:3][CH:2]=1.C(N(CC)CC)C.[CH3:19][S:20](Cl)(=[O:22])=[O:21], predict the reaction product. The product is: [N:1]1[C:6]2[CH2:7][CH:8]([CH2:10][O:11][S:20]([CH3:19])(=[O:22])=[O:21])[CH2:9][C:5]=2[N:4]=[CH:3][CH:2]=1. (7) Given the reactants [NH:1]1[CH:5]=[CH:4][N:3]=[C:2]1[C:6]1[CH:11]=[CH:10][C:9]([CH2:12]O)=[CH:8][CH:7]=1.[C:14]([NH2:25])(=[O:24])[C:15]1[C:16](=[CH:20][CH:21]=[CH:22][CH:23]=1)[C:17](N)=[O:18].C1(P(C2C=CC=CC=2)C2C=CC=CC=2)C=CC=CC=1.CC(OC(/N=N/C(OC(C)C)=O)=O)C, predict the reaction product. The product is: [NH:3]1[CH:4]=[CH:5][N:1]=[C:2]1[C:6]1[CH:7]=[CH:8][C:9]([CH2:12][N:25]2[C:14](=[O:24])[C:15]3[C:16](=[CH:20][CH:21]=[CH:22][CH:23]=3)[C:17]2=[O:18])=[CH:10][CH:11]=1.